From a dataset of Catalyst prediction with 721,799 reactions and 888 catalyst types from USPTO. Predict which catalyst facilitates the given reaction. (1) Reactant: [CH3:1][O:2]/[CH:3]=[C:4](\[C:9]1[CH:14]=[CH:13][CH:12]=[CH:11][C:10]=1[CH2:15][O:16][C:17]1[CH:22]=[C:21]([CH3:23])[C:20]([C:24](=O)[CH2:25][O:26][CH3:27])=[CH:19][C:18]=1[CH3:29])/[C:5]([O:7][CH3:8])=[O:6].Cl.[CH3:31][O:32][NH2:33]. Product: [CH3:1][O:2]/[CH:3]=[C:4](\[C:9]1[CH:14]=[CH:13][CH:12]=[CH:11][C:10]=1[CH2:15][O:16][C:17]1[CH:22]=[C:21]([CH3:23])[C:20](/[C:24](=[N:33]/[O:32][CH3:31])/[CH2:25][O:26][CH3:27])=[CH:19][C:18]=1[CH3:29])/[C:5]([O:7][CH3:8])=[O:6]. The catalyst class is: 5. (2) Reactant: BrC1C=CC(O)=C(C2C=[CH:16][C:15]3[C:10](=[CH:11][CH:12]=[C:13]([C:18]4[N:22]([CH:23]5[CH2:28][CH2:27][CH2:26][CH2:25][CH2:24]5)[C:21]5[CH:29]=[CH:30][C:31]([C:33]([OH:35])=[O:34])=[CH:32][C:20]=5[N:19]=4)[CH:14]=3)[N:9]=2)C=1.[CH2:37]([O:44][C:45]1[CH:46]=[CH:47][C:48]2[O:52][C:51]([CH3:53])=[C:50]([C:54](=O)[CH3:55])[C:49]=2[CH:57]=1)[C:38]1[CH:43]=[CH:42][CH:41]=[CH:40][CH:39]=1.[OH-].[K+]. Product: [CH2:37]([O:44][C:45]1[CH:46]=[CH:47][C:48]2[O:52][C:51]([CH3:53])=[C:50]([C:54]3[CH:55]=[CH:16][C:15]4[C:10](=[CH:11][CH:12]=[C:13]([C:18]5[N:22]([CH:23]6[CH2:24][CH2:25][CH2:26][CH2:27][CH2:28]6)[C:21]6[CH:29]=[CH:30][C:31]([C:33]([OH:35])=[O:34])=[CH:32][C:20]=6[N:19]=5)[CH:14]=4)[N:9]=3)[C:49]=2[CH:57]=1)[C:38]1[CH:43]=[CH:42][CH:41]=[CH:40][CH:39]=1. The catalyst class is: 8. (3) Reactant: [CH3:1][C:2]([CH3:42])([CH3:41])[C:3]([C:5]1[C:13]2[C:8](=[N:9][CH:10]=[C:11]([NH:14][C:15]3[CH:20]=[CH:19][C:18]([CH:21]=[C:22]([C:25]([N:27]4[CH2:32][CH2:31][CH2:30][CH2:29][CH2:28]4)=[O:26])[C:23]#[N:24])=[CH:17][CH:16]=3)[N:12]=2)[N:7](COCC[Si](C)(C)C)[CH:6]=1)=[O:4].C(O)(C(F)(F)F)=O. Product: [CH3:1][C:2]([CH3:42])([CH3:41])[C:3]([C:5]1[C:13]2[C:8](=[N:9][CH:10]=[C:11]([NH:14][C:15]3[CH:16]=[CH:17][C:18]([CH:21]=[C:22]([C:25]([N:27]4[CH2:32][CH2:31][CH2:30][CH2:29][CH2:28]4)=[O:26])[C:23]#[N:24])=[CH:19][CH:20]=3)[N:12]=2)[NH:7][CH:6]=1)=[O:4]. The catalyst class is: 2. (4) Reactant: Br[C:2]1[CH:24]=[C:23]([F:25])[CH:22]=[CH:21][C:3]=1[O:4][CH2:5][C:6]([N:8]([CH:18]([CH3:20])[CH3:19])[NH:9][C:10](=[O:17])[C:11]1[CH:16]=[CH:15][CH:14]=[CH:13][CH:12]=1)=[O:7].C([O-])([O-])=O.[Na+].[Na+].[CH2:32]([O:34][C:35]1[CH:40]=[CH:39][CH:38]=[CH:37][C:36]=1B(O)O)[CH3:33]. Product: [CH2:32]([O:34][C:35]1[CH:40]=[CH:39][CH:38]=[CH:37][C:36]=1[C:2]1[CH:24]=[C:23]([F:25])[CH:22]=[CH:21][C:3]=1[O:4][CH2:5][C:6]([N:8]([CH:18]([CH3:20])[CH3:19])[NH:9][C:10](=[O:17])[C:11]1[CH:16]=[CH:15][CH:14]=[CH:13][CH:12]=1)=[O:7])[CH3:33]. The catalyst class is: 57. (5) Reactant: [Br:1][C:2]1[C:3]([C:9]2[S:10][CH:11]=[CH:12][CH:13]=2)=[N:4][C:5](Cl)=[N:6][CH:7]=1.C(=O)([O-])[O-].[K+].[K+].[NH2:20][CH2:21][CH2:22][N:23]1[CH2:27][CH2:26][NH:25][C:24]1=[O:28]. Product: [Br:1][C:2]1[C:3]([C:9]2[S:10][CH:11]=[CH:12][CH:13]=2)=[N:4][C:5]([NH:20][CH2:21][CH2:22][N:23]2[CH2:27][CH2:26][NH:25][C:24]2=[O:28])=[N:6][CH:7]=1. The catalyst class is: 60.